Dataset: Full USPTO retrosynthesis dataset with 1.9M reactions from patents (1976-2016). Task: Predict the reactants needed to synthesize the given product. (1) The reactants are: [F:1][C:2]([F:35])([F:34])[C:3]1[CH:4]=[C:5]([C:13]([N:15]2[CH2:20][CH2:19][C@H:18]([C:21]3[CH:26]=[CH:25][CH:24]=[CH:23][C:22]=3Cl)[C@H:17]([C:28]3[CH:33]=[CH:32][CH:31]=[CH:30][CH:29]=3)[CH2:16]2)=[O:14])[CH:6]=[C:7]([C:9]([F:12])([F:11])[F:10])[CH:8]=1.[CH3:36][N:37]([CH3:41])[CH2:38][CH2:39][NH2:40].C1(C2C=CC=CC=2)C=CC=CC=1P(C1CCCCC1)C1CCCCC1. Given the product [F:1][C:2]([F:35])([F:34])[C:3]1[CH:4]=[C:5]([C:13]([N:15]2[CH2:20][CH2:19][C@H:18]([C:21]3[CH:26]=[CH:25][CH:24]=[CH:23][C:22]=3[NH:40][CH2:39][CH2:38][N:37]([CH3:41])[CH3:36])[C@H:17]([C:28]3[CH:33]=[CH:32][CH:31]=[CH:30][CH:29]=3)[CH2:16]2)=[O:14])[CH:6]=[C:7]([C:9]([F:12])([F:11])[F:10])[CH:8]=1, predict the reactants needed to synthesize it. (2) Given the product [CH3:12][NH:13][C:14]([NH:7][CH2:6][CH:3]1[CH2:4][CH2:5][O:1][CH2:2]1)=[N:17][N+:18]([O-:20])=[O:19], predict the reactants needed to synthesize it. The reactants are: [O:1]1[CH2:5][CH2:4][CH:3]([CH2:6][NH2:7])[CH2:2]1.[Cl-].[Na+].[OH-].[Na+].[CH3:12][NH:13][C:14](=[N:17][N+:18]([O-:20])=[O:19])OC.Cl. (3) The reactants are: [F:1][C:2]1[CH:7]=[C:6]([I:8])[CH:5]=[CH:4][N:3]=1.C([N-]C(C)C)(C)C.[Li+].[C:17](Cl)(=[O:22])[O:18][CH:19]([CH3:21])[CH3:20].[Cl-].[NH4+]. Given the product [F:1][C:2]1[N:3]=[CH:4][CH:5]=[C:6]([I:8])[C:7]=1[C:17]([O:18][CH:19]([CH3:21])[CH3:20])=[O:22], predict the reactants needed to synthesize it.